The task is: Predict the reaction yield, written as a fraction of the theoretical maximum amount of product (1.0 means a 100% yield; for example, 0.34 means a 34% yield).. This data is from Reaction yield outcomes from USPTO patents with 853,638 reactions. (1) The reactants are Cl.[CH3:2][N:3]1[CH2:8][CH2:7][N:6]([C:9]([Cl:11])=[O:10])[CH2:5][CH2:4]1.Cl.[OH2:13].[NH:14]1[CH2:19][CH2:18][CH2:17][CH2:16][C:15]1=O.C(N(CC)CC)C. The catalyst is ClCCl. The yield is 0.500. The product is [ClH:11].[CH3:2][N:3]1[CH2:8][CH2:7][N:6]([C:9]([N:14]2[CH2:19][CH2:18][C:17](=[O:13])[CH2:16][CH2:15]2)=[O:10])[CH2:5][CH2:4]1. (2) The reactants are [CH3:1][N:2]([CH2:22][C:23]1[O:24][C:25]2[CH:32]=[CH:31][CH:30]=[CH:29][C:26]=2[C:27]=1[CH3:28])[C:3](=[O:21])/[CH:4]=[CH:5]/[C:6]1[CH:7]=[N:8][C:9]2[NH:18][C:17](=[O:19])[C@H:16]3[N:12]([CH2:13][CH2:14][CH2:15]3)[CH2:11][C:10]=2[CH:20]=1.[ClH:33]. The catalyst is C(Cl)Cl.C(OCC)C. The product is [ClH:33].[CH3:1][N:2]([CH2:22][C:23]1[O:24][C:25]2[CH:32]=[CH:31][CH:30]=[CH:29][C:26]=2[C:27]=1[CH3:28])[C:3](=[O:21])/[CH:4]=[CH:5]/[C:6]1[CH:7]=[N:8][C:9]2[NH:18][C:17](=[O:19])[C@H:16]3[N:12]([CH2:13][CH2:14][CH2:15]3)[CH2:11][C:10]=2[CH:20]=1. The yield is 0.890. (3) The reactants are [CH2:1]([N:5]1[CH:9]=[CH:8][N:7]=[CH:6]1)[CH2:2][CH2:3][CH3:4].[Cl:10][CH2:11][CH:12]([OH:15])[CH2:13][OH:14]. The catalyst is CO. The product is [Cl-:10].[OH:15][CH:12]([CH2:13][OH:14])[CH2:11][N+:7]1[CH:8]=[CH:9][N:5]([CH2:1][CH2:2][CH2:3][CH3:4])[CH:6]=1. The yield is 0.920. (4) The reactants are Cl[C:2]1[O:3][C:4]([C:7]2[CH:12]=[CH:11][C:10]([C:13]([F:16])([F:15])[F:14])=[CH:9][CH:8]=2)=[CH:5][N:6]=1.[NH2:17][C:18]1[CH:19]=[C:20]([OH:24])[CH:21]=[CH:22][CH:23]=1. The catalyst is CC(O)C. The product is [F:14][C:13]([F:16])([F:15])[C:10]1[CH:11]=[CH:12][C:7]([C:4]2[O:3][C:2]([NH:17][C:18]3[CH:19]=[C:20]([OH:24])[CH:21]=[CH:22][CH:23]=3)=[N:6][CH:5]=2)=[CH:8][CH:9]=1. The yield is 0.400. (5) The reactants are CC1(C)[O:6][C@@H:5]([C@@H:7]([C:17]2[S:18][CH:19]=[CH:20][CH:21]=2)[N:8]2[C:16]3[C:11](=[CH:12][CH:13]=[CH:14][CH:15]=3)[CH:10]=[CH:9]2)[CH2:4][O:3]1.C1(S(O)(=O)=O)C=CC=CC=1. The catalyst is CO.C(OCC)(=O)C. The product is [N:8]1([C@H:7]([C:17]2[S:18][CH:19]=[CH:20][CH:21]=2)[C@H:5]([OH:6])[CH2:4][OH:3])[C:16]2[C:11](=[CH:12][CH:13]=[CH:14][CH:15]=2)[CH:10]=[CH:9]1. The yield is 0.820. (6) The reactants are [CH:1]([N:4]1[C:8]([C:9]2[N:10]=[C:11]3[C:17]4[CH:18]=[N:19][C:20]([OH:22])=[CH:21][C:16]=4[O:15][CH2:14][CH2:13][N:12]3[CH:23]=2)=[N:7][C:6]([CH3:24])=[N:5]1)([CH3:3])[CH3:2].ClC1C=CC(N([S:33]([C:36]([F:39])([F:38])[F:37])(=[O:35])=[O:34])[S:33]([C:36]([F:39])([F:38])[F:37])(=[O:35])=[O:34])=NC=1.C(N(CC)CC)C. The catalyst is CN(C)C(=O)C.Cl.C(OCC)(=O)C. The product is [F:37][C:36]([F:39])([F:38])[S:33]([O:22][C:20]1[N:19]=[CH:18][C:17]2[C:11]3[N:12]([CH:23]=[C:9]([C:8]4[N:4]([CH:1]([CH3:3])[CH3:2])[N:5]=[C:6]([CH3:24])[N:7]=4)[N:10]=3)[CH2:13][CH2:14][O:15][C:16]=2[CH:21]=1)(=[O:35])=[O:34]. The yield is 0.710. (7) The reactants are [NH2:1][C@:2]12[CH2:37][CH2:36][C@@H:35]([C:38]([CH3:40])=[CH2:39])[C@@H:3]1[C@@H:4]1[C@@:17]([CH3:20])([CH2:18][CH2:19]2)[C@@:16]2([CH3:21])[C@@H:7]([C@:8]3([CH3:34])[C@@H:13]([CH2:14][CH2:15]2)[C:12]([CH3:23])([CH3:22])[C:11]([C:24]2[CH:33]=[CH:32][C:27]([C:28]([O:30]C)=[O:29])=[CH:26][CH:25]=2)=[CH:10][CH2:9]3)[CH2:6][CH2:5]1.CN(C)CCC(N[C@]12CC[C@@H](C(C)=C)[C@@H]1[C@@H]1[C@@](C)(CC2)[C@@]2(C)[C@@H]([C@]3(C)[C@@H](CC2)C(C)(C)C(C2C=CC(C(O)=O)=CC=2)=CC3)CC1)=O.Cl.Cl.[OH:89][CH2:90][CH2:91][N:92]1[CH2:97][CH2:96][N:95]([CH2:98][C:99](O)=[O:100])[CH2:94][CH2:93]1. No catalyst specified. The product is [OH:89][CH2:90][CH2:91][N:92]1[CH2:97][CH2:96][N:95]([CH2:98][C:99]([NH:1][C@:2]23[CH2:37][CH2:36][C@@H:35]([C:38]([CH3:40])=[CH2:39])[C@@H:3]2[C@@H:4]2[C@@:17]([CH3:20])([CH2:18][CH2:19]3)[C@@:16]3([CH3:21])[C@@H:7]([C@:8]4([CH3:34])[C@@H:13]([CH2:14][CH2:15]3)[C:12]([CH3:22])([CH3:23])[C:11]([C:24]3[CH:33]=[CH:32][C:27]([C:28]([OH:30])=[O:29])=[CH:26][CH:25]=3)=[CH:10][CH2:9]4)[CH2:6][CH2:5]2)=[O:100])[CH2:94][CH2:93]1. The yield is 0.230. (8) The reactants are [F:1][C:2]1[N:12]=[CH:11][C:5]2[NH:6][C:7](=O)[N:8]=[CH:9][C:4]=2[CH:3]=1.S(Cl)(Cl)=O.[Cl:17][C:18]1[CH:19]=[C:20]([CH:22]=[CH:23][C:24]=1[Cl:25])[NH2:21]. The catalyst is CN(C=O)C.CC(N(C)C)=O. The product is [Cl:17][C:18]1[CH:19]=[C:20]([NH:21][C:9]2[C:4]3[CH:3]=[C:2]([F:1])[N:12]=[CH:11][C:5]=3[N:6]=[CH:7][N:8]=2)[CH:22]=[CH:23][C:24]=1[Cl:25]. The yield is 1.00. (9) The reactants are Br[C:2]1[CH:3]=[C:4]([NH:10][C:11]2[CH:19]=[C:14]3[CH2:15][NH:16][CH2:17][CH2:18][N:13]3[N:12]=2)[C:5](=[O:9])[N:6]([CH3:8])[CH:7]=1.[C:20]([O:23][CH2:24][C:25]1[C:30](B2OC(C)(C)C(C)(C)O2)=[CH:29][CH:28]=[CH:27][C:26]=1[N:40]1[CH2:52][CH2:51][N:43]2[C:44]3[CH2:45][CH2:46][CH2:47][CH2:48][C:49]=3[CH:50]=[C:42]2[C:41]1=[O:53])(=[O:22])[CH3:21].COCCOC.C(=O)([O-])[O-].[Na+].[Na+]. The catalyst is C1C=CC([P]([Pd]([P](C2C=CC=CC=2)(C2C=CC=CC=2)C2C=CC=CC=2)([P](C2C=CC=CC=2)(C2C=CC=CC=2)C2C=CC=CC=2)[P](C2C=CC=CC=2)(C2C=CC=CC=2)C2C=CC=CC=2)(C2C=CC=CC=2)C2C=CC=CC=2)=CC=1.CO.O.C(OCC)(=O)C. The product is [C:20]([O:23][CH2:24][C:25]1[C:26]([N:40]2[CH2:52][CH2:51][N:43]3[C:44]4[CH2:45][CH2:46][CH2:47][CH2:48][C:49]=4[CH:50]=[C:42]3[C:41]2=[O:53])=[CH:27][CH:28]=[CH:29][C:30]=1[C:2]1[CH:3]=[C:4]([NH:10][C:11]2[CH:19]=[C:14]3[CH2:15][NH:16][CH2:17][CH2:18][N:13]3[N:12]=2)[C:5](=[O:9])[N:6]([CH3:8])[CH:7]=1)(=[O:22])[CH3:21]. The yield is 0.360. (10) The reactants are [Cl:1][C:2]1[CH:3]=[C:4]([CH:20]=[CH:21][C:22]=1[F:23])[CH2:5][NH:6][C:7]1[C:16]2[C:11](=[CH:12][N:13]=[C:14](F)[CH:15]=2)[N:10]=[CH:9][C:8]=1[C:18]#[N:19].[N:24]1([CH2:30][CH2:31][NH2:32])[CH2:29][CH2:28][O:27][CH2:26][CH2:25]1. No catalyst specified. The product is [Cl:1][C:2]1[CH:3]=[C:4]([CH:20]=[CH:21][C:22]=1[F:23])[CH2:5][NH:6][C:7]1[C:16]2[C:11](=[CH:12][N:13]=[C:14]([NH:32][CH2:31][CH2:30][N:24]3[CH2:29][CH2:28][O:27][CH2:26][CH2:25]3)[CH:15]=2)[N:10]=[CH:9][C:8]=1[C:18]#[N:19]. The yield is 0.480.